This data is from TCR-epitope binding with 47,182 pairs between 192 epitopes and 23,139 TCRs. The task is: Binary Classification. Given a T-cell receptor sequence (or CDR3 region) and an epitope sequence, predict whether binding occurs between them. (1) The epitope is FQPTNGVGY. The TCR CDR3 sequence is CSARSRQGQNTGELFF. Result: 0 (the TCR does not bind to the epitope). (2) The epitope is RQLLFVVEV. The TCR CDR3 sequence is CASSLEARQETQYF. Result: 1 (the TCR binds to the epitope). (3) The epitope is LLWNGPMAV. The TCR CDR3 sequence is CASTDGGDSYTQYF. Result: 1 (the TCR binds to the epitope). (4) The TCR CDR3 sequence is CASSDSLVRGYQETQYF. Result: 1 (the TCR binds to the epitope). The epitope is CINGVCWTV. (5) The epitope is FVDGVPFVV. The TCR CDR3 sequence is CASSQEGTRLENEQFF. Result: 0 (the TCR does not bind to the epitope). (6) The epitope is LEPLVDLPI. The TCR CDR3 sequence is CASSAYSDGYNEQFF. Result: 1 (the TCR binds to the epitope). (7) The epitope is SLFNTVATLY. The TCR CDR3 sequence is CASSHGIYNEQFF. Result: 0 (the TCR does not bind to the epitope). (8) The epitope is LVLSVNPYV. The TCR CDR3 sequence is CASSSSGPQTDTQYF. Result: 0 (the TCR does not bind to the epitope). (9) The epitope is LLQTGIHVRVSQPSL. The TCR CDR3 sequence is CASSPQDGFNEQFF. Result: 1 (the TCR binds to the epitope).